Dataset: Retrosynthesis with 50K atom-mapped reactions and 10 reaction types from USPTO. Task: Predict the reactants needed to synthesize the given product. Given the product CCCCCCCCCCCCCOc1ccc(CNc2ccc(C(=O)O)cc2)cc1, predict the reactants needed to synthesize it. The reactants are: CCCCCCCCCCCCCOc1ccc(CNc2ccc(C(=O)OCC)cc2)cc1.